From a dataset of Reaction yield outcomes from USPTO patents with 853,638 reactions. Predict the reaction yield, written as a fraction of the theoretical maximum amount of product (1.0 means a 100% yield; for example, 0.34 means a 34% yield). (1) The reactants are [CH3:1][C:2]([CH3:10])([C:5](=O)[CH2:6][C:7]#[N:8])[C:3]#[N:4].[CH3:11][NH:12][NH2:13].Cl. The catalyst is CCO. The product is [NH2:8][C:7]1[N:12]([CH3:11])[N:13]=[C:5]([C:2]([CH3:10])([CH3:1])[C:3]#[N:4])[CH:6]=1. The yield is 0.250. (2) The reactants are [NH2:1][C:2]1[CH:7]=[CH:6][CH:5]=[CH:4][C:3]=1[C:8]#[C:9][C:10]1[C:11]([O:20][CH3:21])=[CH:12][C:13]([O:18][CH3:19])=[C:14]([CH:17]=1)[CH:15]=[O:16]. The catalyst is C(#N)C.Cl[Pd]Cl. The product is [NH:1]1[C:2]2[C:3](=[CH:4][CH:5]=[CH:6][CH:7]=2)[CH:8]=[C:9]1[C:10]1[C:11]([O:20][CH3:21])=[CH:12][C:13]([O:18][CH3:19])=[C:14]([CH:17]=1)[CH:15]=[O:16]. The yield is 0.600. (3) No catalyst specified. The reactants are [Cl:1][C:2]1[CH:3]=[C:4]2[C:8](=[C:9]([CH:11]([O:14][CH2:15][C:16]3([C:29]4[CH:34]=[CH:33][C:32]([F:35])=[CH:31][CH:30]=4)[CH2:21][CH2:20][N:19]([C:22]([O:24][C:25]([CH3:28])([CH3:27])[CH3:26])=[O:23])[CH2:18][CH2:17]3)[CH2:12][F:13])[CH:10]=1)[NH:7][N:6]=[CH:5]2.[OH-].[Na+].C(O)C.C1C(=O)N([Cl:48])C(=O)C1. The product is [Cl:48][C:5]1[C:4]2[C:8](=[C:9]([C@H:11]([O:14][CH2:15][C:16]3([C:29]4[CH:30]=[CH:31][C:32]([F:35])=[CH:33][CH:34]=4)[CH2:21][CH2:20][N:19]([C:22]([O:24][C:25]([CH3:28])([CH3:27])[CH3:26])=[O:23])[CH2:18][CH2:17]3)[CH2:12][F:13])[CH:10]=[C:2]([Cl:1])[CH:3]=2)[NH:7][N:6]=1. The yield is 0.749.